Dataset: Reaction yield outcomes from USPTO patents with 853,638 reactions. Task: Predict the reaction yield, written as a fraction of the theoretical maximum amount of product (1.0 means a 100% yield; for example, 0.34 means a 34% yield). (1) The reactants are O1CCCC1.[C:6]1([NH:12][CH2:13][C:14]2[CH:19]=[CH:18][C:17]([CH2:20][C:21](Cl)=[N:22][OH:23])=[CH:16][CH:15]=2)[CH:11]=[CH:10][CH:9]=[CH:8][CH:7]=1.[C:25]([C:27]1[C:28]([NH2:33])=[N:29][CH:30]=[CH:31][CH:32]=1)#[CH:26].C(N(CC)CC)C. The catalyst is O. The product is [C:6]1([NH:12][CH2:13][C:14]2[CH:19]=[CH:18][C:17]([CH2:20][C:21]3[CH:26]=[C:25]([C:27]4[C:28]([NH2:33])=[N:29][CH:30]=[CH:31][CH:32]=4)[O:23][N:22]=3)=[CH:16][CH:15]=2)[CH:11]=[CH:10][CH:9]=[CH:8][CH:7]=1. The yield is 0.0600. (2) The reactants are [NH2:1][C:2]1[CH:7]=[CH:6][C:5]([N:8]2[C:14](=[O:15])[CH2:13][C:12](=[O:16])[NH:11][C:10]3[C:17]4[C:22]([CH:23]=[CH:24][C:9]2=3)=[CH:21][CH:20]=[CH:19][CH:18]=4)=[CH:4][CH:3]=1.[F:25][C:26]([F:37])([F:36])[C:27]1[CH:35]=[CH:34][C:30]([C:31](Cl)=[O:32])=[CH:29][CH:28]=1.C(NC1C=CC(N2C(=O)CC(=O)NC3C4C(C=CC2=3)=CC=CC=4)=CC=1)(=O)C1C=CC=CC=1. No catalyst specified. The product is [F:25][C:26]([F:36])([F:37])[C:27]1[CH:35]=[CH:34][C:30]([C:31]([NH:1][C:2]2[CH:7]=[CH:6][C:5]([N:8]3[C:14](=[O:15])[CH2:13][C:12](=[O:16])[NH:11][C:10]4[C:17]5[C:22]([CH:23]=[CH:24][C:9]3=4)=[CH:21][CH:20]=[CH:19][CH:18]=5)=[CH:4][CH:3]=2)=[O:32])=[CH:29][CH:28]=1. The yield is 0.410. (3) The reactants are [Si:1]([O:8]S(C(F)(F)F)(=O)=O)([C:4]([CH3:7])([CH3:6])[CH3:5])([CH3:3])[CH3:2].O[C@@H:17]1[N:23]([C:24]([O:26][CH2:27][CH:28]=[CH2:29])=[O:25])[C:22]2[CH:30]=[C:31]([O:36][Si:37]([CH:44]([CH3:46])[CH3:45])([CH:41]([CH3:43])[CH3:42])[CH:38]([CH3:40])[CH3:39])[C:32]([O:34][CH3:35])=[CH:33][C:21]=2[C:20](=[O:47])[N:19]2[CH:48]=[C:49]([CH3:51])[CH2:50][C@@H:18]12.N1C(C)=CC=CC=1C. The product is [Si:1]([O:8][C@@H:17]1[N:23]([C:24]([O:26][CH2:27][CH:28]=[CH2:29])=[O:25])[C:22]2[CH:30]=[C:31]([O:36][Si:37]([CH:41]([CH3:42])[CH3:43])([CH:44]([CH3:46])[CH3:45])[CH:38]([CH3:39])[CH3:40])[C:32]([O:34][CH3:35])=[CH:33][C:21]=2[C:20](=[O:47])[N:19]2[CH:48]=[C:49]([CH3:51])[CH2:50][C@@H:18]12)([C:4]([CH3:7])([CH3:6])[CH3:5])([CH3:3])[CH3:2]. The catalyst is ClCCl. The yield is 0.850. (4) The reactants are [CH2:1]([Mg]Cl)[CH3:2].[Br:5][C:6]1[CH:11]=[CH:10][C:9]([CH2:12][C:13](N(OC)C)=[O:14])=[CH:8][CH:7]=1. The catalyst is C1COCC1. The product is [Br:5][C:6]1[CH:11]=[CH:10][C:9]([CH2:12][C:13](=[O:14])[CH2:1][CH3:2])=[CH:8][CH:7]=1. The yield is 0.650. (5) The reactants are [C:1](OC(=O)C)(=[O:3])[CH3:2].C(N(CC)CC)C.[S:15]1[CH:19]=[CH:18][C:17]2[C:20]([N:24]3[CH2:29][CH2:28][N:27]([CH2:30][CH2:31][CH2:32][O:33][C:34]4[N:38]([CH3:39])[N:37]=[C:36]([NH2:40])[CH:35]=4)[CH2:26][CH2:25]3)=[CH:21][CH:22]=[CH:23][C:16]1=2.C(=O)([O-])[O-].[K+].[K+]. The catalyst is ClCCl. The product is [S:15]1[CH:19]=[CH:18][C:17]2[C:20]([N:24]3[CH2:25][CH2:26][N:27]([CH2:30][CH2:31][CH2:32][O:33][C:34]4[N:38]([CH3:39])[N:37]=[C:36]([NH:40][C:1](=[O:3])[CH3:2])[CH:35]=4)[CH2:28][CH2:29]3)=[CH:21][CH:22]=[CH:23][C:16]1=2. The yield is 0.890.